Task: Regression. Given a peptide amino acid sequence and an MHC pseudo amino acid sequence, predict their binding affinity value. This is MHC class I binding data.. Dataset: Peptide-MHC class I binding affinity with 185,985 pairs from IEDB/IMGT (1) The peptide sequence is WRSATETL. The MHC is Mamu-B08 with pseudo-sequence Mamu-B08. The binding affinity (normalized) is 0.158. (2) The peptide sequence is YTINCLLYI. The MHC is HLA-A02:01 with pseudo-sequence HLA-A02:01. The binding affinity (normalized) is 0.849. (3) The peptide sequence is RRDYRRGL. The MHC is HLA-A30:01 with pseudo-sequence HLA-A30:01. The binding affinity (normalized) is 0.0224.